Dataset: Reaction yield outcomes from USPTO patents with 853,638 reactions. Task: Predict the reaction yield, written as a fraction of the theoretical maximum amount of product (1.0 means a 100% yield; for example, 0.34 means a 34% yield). (1) The reactants are [CH2:1]([O:8][C:9](=[O:50])[NH:10][C@H:11]([C:13](=[O:49])[NH:14][C@H:15]([C:26](=[O:48])[NH:27][C@@H:28]([CH2:41][C:42]1[CH:47]=[CH:46][CH:45]=[CH:44][CH:43]=1)[CH:29]([OH:40])[C:30](=[O:39])[NH:31][CH2:32][C:33]1[CH:38]=[CH:37][CH:36]=[CH:35][N:34]=1)[CH2:16][C:17]1[C:25]2[C:20](=[CH:21][CH:22]=[CH:23][CH:24]=2)[NH:19][CH:18]=1)[CH3:12])[C:2]1[CH:7]=[CH:6][CH:5]=[CH:4][CH:3]=1.CC(OI1(OC(C)=O)(OC(C)=O)OC(=O)C2C=CC=CC1=2)=O. The catalyst is ClCCl. The product is [CH2:1]([O:8][C:9](=[O:50])[NH:10][C@H:11]([C:13](=[O:49])[NH:14][C@H:15]([C:26](=[O:48])[NH:27][C@@H:28]([CH2:41][C:42]1[CH:47]=[CH:46][CH:45]=[CH:44][CH:43]=1)[C:29](=[O:40])[C:30](=[O:39])[NH:31][CH2:32][C:33]1[CH:38]=[CH:37][CH:36]=[CH:35][N:34]=1)[CH2:16][C:17]1[C:25]2[C:20](=[CH:21][CH:22]=[CH:23][CH:24]=2)[NH:19][CH:18]=1)[CH3:12])[C:2]1[CH:3]=[CH:4][CH:5]=[CH:6][CH:7]=1. The yield is 0.190. (2) The reactants are C[O:2][C:3]1[CH:8]=[CH:7][C:6]([C:9]2[C:13]([C:14]3[S:15][C:16]4[CH:22]=[CH:21][CH:20]=[CH:19][C:17]=4[N:18]=3)=[CH:12][NH:11][N:10]=2)=[CH:5][CH:4]=1.BrB(Br)Br. The catalyst is C(Cl)Cl. The product is [S:15]1[C:16]2[CH:22]=[CH:21][CH:20]=[CH:19][C:17]=2[N:18]=[C:14]1[C:13]1[C:9]([C:6]2[CH:7]=[CH:8][C:3]([OH:2])=[CH:4][CH:5]=2)=[N:10][NH:11][CH:12]=1. The yield is 0.660. (3) The yield is 0.990. The catalyst is [Pt].C(#N)C. The product is [NH2:1][C:4]1[CH:5]=[N:6][C:7]2[C:12]([C:13]=1[NH:14][CH2:15][C:16]1([OH:26])[CH2:25][CH2:24][C:19]3([O:23][CH2:22][CH2:21][O:20]3)[CH2:18][CH2:17]1)=[CH:11][CH:10]=[CH:9][CH:8]=2. The reactants are [N+:1]([C:4]1[CH:5]=[N:6][C:7]2[C:12]([C:13]=1[NH:14][CH2:15][C:16]1([OH:26])[CH2:25][CH2:24][C:19]3([O:23][CH2:22][CH2:21][O:20]3)[CH2:18][CH2:17]1)=[CH:11][CH:10]=[CH:9][CH:8]=2)([O-])=O. (4) The reactants are Cl[C:2]1[C:7]([CH3:8])=[C:6]([Cl:9])[N:5]=[CH:4][N:3]=1.[NH2:10][C:11]1[CH:16]=[CH:15][CH:14]=[CH:13][CH:12]=1.Cl. The catalyst is C(O)(C)C. The product is [Cl:9][C:6]1[N:5]=[CH:4][N:3]=[C:2]([NH:10][C:11]2[CH:16]=[CH:15][CH:14]=[CH:13][CH:12]=2)[C:7]=1[CH3:8]. The yield is 0.670. (5) The reactants are CO[C:3](=[O:31])[C:4]1[CH:9]=[CH:8][C:7]([N:10]2[C:14]([CH3:16])([CH3:15])[C:13](=[O:17])[N:12]([C:18]3[CH:23]=[CH:22][C:21]([C:24]#[N:25])=[C:20]([C:26]([F:29])([F:28])[F:27])[CH:19]=3)[C:11]2=[S:30])=[CH:6][CH:5]=1.[CH3:32][NH2:33]. No catalyst specified. The product is [C:24]([C:21]1[CH:22]=[CH:23][C:18]([N:12]2[C:13](=[O:17])[C:14]([CH3:15])([CH3:16])[N:10]([C:7]3[CH:8]=[CH:9][C:4]([C:3]([NH:33][CH3:32])=[O:31])=[CH:5][CH:6]=3)[C:11]2=[S:30])=[CH:19][C:20]=1[C:26]([F:29])([F:28])[F:27])#[N:25]. The yield is 0.510. (6) The reactants are [F:1][C:2]1[CH:7]=[CH:6][C:5]([OH:8])=[CH:4][CH:3]=1.Cl[CH2:10][C:11]#[N:12].C(=O)([O-])[O-].[K+].[K+]. No catalyst specified. The product is [F:1][C:2]1[CH:7]=[CH:6][C:5]([O:8][CH2:10][C:11]#[N:12])=[CH:4][CH:3]=1. The yield is 0.840. (7) The reactants are C[O:2][C:3](=[O:24])[CH:4]([C:11]1[CH:16]=[CH:15][C:14]([N:17]2[C:21]([CH3:22])=[N:20][N:19]=[N:18]2)=[C:13]([F:23])[CH:12]=1)[CH2:5][CH:6]1[CH2:10][CH2:9][CH2:8][CH2:7]1.[OH-].[Na+]. The catalyst is C(O)C. The product is [CH:6]1([CH2:5][CH:4]([C:11]2[CH:16]=[CH:15][C:14]([N:17]3[C:21]([CH3:22])=[N:20][N:19]=[N:18]3)=[C:13]([F:23])[CH:12]=2)[C:3]([OH:24])=[O:2])[CH2:10][CH2:9][CH2:8][CH2:7]1. The yield is 0.940.